This data is from Catalyst prediction with 721,799 reactions and 888 catalyst types from USPTO. The task is: Predict which catalyst facilitates the given reaction. (1) The catalyst class is: 12. Reactant: CN([CH:4]=[O:5])C.[B:15]1([B:15]2[O:19][C:18]([CH3:21])([CH3:20])[C:17]([CH3:23])([CH3:22])[O:16]2)[O:19][C:18]([CH3:21])([CH3:20])[C:17]([CH3:23])([CH3:22])[O:16]1.[C:24]([O-:27])(=O)[CH3:25].[K+].[CH2:29]([Cl:31])Cl. Product: [Cl:31][C:29]1[CH:22]=[C:17]([B:15]2[O:16][C:17]([CH3:22])([CH3:23])[C:18]([CH3:20])([CH3:21])[O:19]2)[CH:18]=[CH:25][C:24]=1[O:27][CH:17]1[CH2:22][CH2:4][O:5][CH2:20][CH2:18]1. (2) Reactant: [C:1]([O:5][C:6](=[O:15])[NH:7][C@H:8]([C:12](=O)[NH2:13])[CH2:9][C:10]#[CH:11])([CH3:4])([CH3:3])[CH3:2].N1C=CC=CC=1.FC(F)(F)C(OC(=O)C(F)(F)F)=O. Product: [C:1]([O:5][C:6](=[O:15])[NH:7][C@H:8]([C:12]#[N:13])[CH2:9][C:10]#[CH:11])([CH3:4])([CH3:2])[CH3:3]. The catalyst class is: 12. (3) Reactant: [NH2:1][C:2]1[C:7]2=[C:8](C3C=CC4C(C=3)=NN(CC3C=CC=CC=3)C=4)[CH:9]=[C:10]([CH:11]3[CH2:16][CH2:15][N:14]([C:17]([O:19][C:20]([CH3:23])([CH3:22])[CH3:21])=[O:18])[CH2:13][CH2:12]3)[N:6]2[N:5]=[CH:4][N:3]=1.FC(F)(F)C(O)=O.C([O-])(O)=O.[Na+]. Product: [NH2:1][C:2]1[C:7]2=[CH:8][CH:9]=[C:10]([C:11]3[CH2:16][CH2:15][N:14]([C:17]([O:19][C:20]([CH3:23])([CH3:22])[CH3:21])=[O:18])[CH2:13][CH:12]=3)[N:6]2[N:5]=[CH:4][N:3]=1. The catalyst class is: 4. (4) Reactant: [Br:1][C:2]1[CH:3]=[CH:4][C:5](F)=[C:6]([CH:9]=1)[CH:7]=O.O.[NH2:12][NH2:13].O.C(OCC)(=O)C. Product: [Br:1][C:2]1[CH:9]=[C:6]2[C:5](=[CH:4][CH:3]=1)[NH:13][N:12]=[CH:7]2. The catalyst class is: 51. (5) Reactant: [Cl:1][C:2]1[CH:3]=[C:4]([NH:8][C:9]2[N:14]=[C:13]([CH:15]([CH3:17])[CH3:16])[C:12]([C:18]([O:20]CC)=[O:19])=[CH:11][N:10]=2)[CH:5]=[CH:6][CH:7]=1.[OH-].[K+]. Product: [Cl:1][C:2]1[CH:3]=[C:4]([NH:8][C:9]2[N:14]=[C:13]([CH:15]([CH3:16])[CH3:17])[C:12]([C:18]([OH:20])=[O:19])=[CH:11][N:10]=2)[CH:5]=[CH:6][CH:7]=1. The catalyst class is: 8. (6) Reactant: [CH2:1]([O:8][C:9]1[CH:33]=[C:32]([O:34][Si:35]([C:38]([CH3:41])([CH3:40])[CH3:39])([CH3:37])[CH3:36])[CH:31]=[CH:30][C:10]=1[C:11]1[C:20](=O)[C:19]2[C:14](=[CH:15][C:16]([O:22][CH2:23][C:24]3[CH:29]=[CH:28][CH:27]=[CH:26][CH:25]=3)=[CH:17][CH:18]=2)[O:13][CH:12]=1)[C:2]1[CH:7]=[CH:6][CH:5]=[CH:4][CH:3]=1.[BH4-].[Li+]. Product: [CH2:1]([O:8][C:9]1[CH:33]=[C:32]([O:34][Si:35]([C:38]([CH3:41])([CH3:40])[CH3:39])([CH3:36])[CH3:37])[CH:31]=[CH:30][C:10]=1[C:11]1[CH2:12][O:13][C:14]2[C:19]([CH:20]=1)=[CH:18][CH:17]=[C:16]([O:22][CH2:23][C:24]1[CH:25]=[CH:26][CH:27]=[CH:28][CH:29]=1)[CH:15]=2)[C:2]1[CH:3]=[CH:4][CH:5]=[CH:6][CH:7]=1. The catalyst class is: 1. (7) Product: [Cl:1][C:2]1[CH:18]=[CH:17][C:5]2[NH:6][CH2:7][CH:8]([C:10]3[CH:15]=[CH:14][CH:13]=[CH:12][CH:11]=3)[O:9][C:4]=2[CH:3]=1. Reactant: [Cl:1][C:2]1[CH:18]=[CH:17][C:5]2[NH:6][C:7](=O)[CH:8]([C:10]3[CH:15]=[CH:14][CH:13]=[CH:12][CH:11]=3)[O:9][C:4]=2[CH:3]=1.[H-].[Al+3].[Li+].[H-].[H-].[H-].[OH-].[Na+].S([O-])([O-])(=O)=O.[Mg+2]. The catalyst class is: 30.